This data is from Full USPTO retrosynthesis dataset with 1.9M reactions from patents (1976-2016). The task is: Predict the reactants needed to synthesize the given product. (1) Given the product [CH3:24][O:23][C:21]1[CH:20]=[CH:19][C:14]2[N:15]=[CH:16][C:17](=[O:18])[N:12]([CH2:11][CH:10]=[O:9])[C:13]=2[N:22]=1, predict the reactants needed to synthesize it. The reactants are: FC(F)(F)C(O)=O.C[O:9][CH:10](OC)[CH2:11][N:12]1[C:17](=[O:18])[CH:16]=[N:15][C:14]2[CH:19]=[CH:20][C:21]([O:23][CH3:24])=[N:22][C:13]1=2. (2) Given the product [CH3:19][O:18][C:15]1[CH:16]=[CH:17][C:12]([CH2:11][N:7]2[C:6]([CH2:5][CH2:4][OH:3])=[CH:10][N:9]=[CH:8]2)=[CH:13][C:14]=1[CH3:20], predict the reactants needed to synthesize it. The reactants are: C([O:3][C:4](=O)[CH2:5][C:6]1[N:7]([CH2:11][C:12]2[CH:17]=[CH:16][C:15]([O:18][CH3:19])=[C:14]([CH3:20])[CH:13]=2)[CH:8]=[N:9][CH:10]=1)C.[H-].[Al+3].[Li+].[H-].[H-].[H-]. (3) Given the product [Cl:27][C:16]1[N:15]2[C:11](=[N:12][C:13]3[CH:21]=[CH:20][CH:19]=[CH:18][C:14]=32)[C:10]([C:22]#[N:23])=[C:9]([CH3:24])[C:8]=1[C:4]1[CH:5]=[CH:6][CH:7]=[C:2]([F:1])[CH:3]=1, predict the reactants needed to synthesize it. The reactants are: [F:1][C:2]1[CH:3]=[C:4]([C:8]2[C:16](=O)[N:15]3[C:11]([NH:12][C:13]4[CH:21]=[CH:20][CH:19]=[CH:18][C:14]=43)=[C:10]([C:22]#[N:23])[C:9]=2[CH3:24])[CH:5]=[CH:6][CH:7]=1.P(Cl)(Cl)([Cl:27])=O. (4) Given the product [F:1][C:2]1[CH:7]=[CH:6][CH:5]=[CH:4][C:3]=1[C:8]1[C:17]2[C:12](=[CH:13][CH:14]=[CH:15][CH:16]=2)[CH:11]=[C:10]([C:18]([OH:20])=[O:19])[N:9]=1, predict the reactants needed to synthesize it. The reactants are: [F:1][C:2]1[CH:7]=[CH:6][CH:5]=[CH:4][C:3]=1[C:8]1[C:17]2[C:12](=[CH:13][CH:14]=[CH:15][CH:16]=2)[CH:11]=[C:10]([C:18]([O:20]C)=[O:19])[N:9]=1.[OH-].[Na+]. (5) Given the product [CH2:8]([O:7][CH:5]1[CH:4]([NH:16][C:17]([CH:19]2[CH2:23][CH2:22][CH2:21][N:20]2[C:24](=[O:38])[CH:25]([NH:27][C:28](=[O:37])[C:29]2[CH:34]=[CH:33][C:32]([NH2:35])=[C:31]([Cl:36])[CH:30]=2)[CH3:26])=[O:18])[CH2:3][C:2](=[O:1])[O:6]1)[C:49]1[CH:54]=[CH:53][CH:52]=[CH:51][CH:50]=1, predict the reactants needed to synthesize it. The reactants are: [O:1]=[C:2]1[O:6][CH:5]([O:7][CH2:8]CC2C=CC=CC=2)[CH:4]([NH:16][C:17]([CH:19]2[CH2:23][CH2:22][CH2:21][N:20]2[C:24](=[O:38])[CH:25]([NH:27][C:28](=[O:37])[C:29]2[CH:34]=[CH:33][C:32]([NH2:35])=[C:31]([Cl:36])[CH:30]=2)[CH3:26])=[O:18])[CH2:3]1.N(C(OC[C:49]1[CH:54]=[CH:53][CH:52]=[CH:51][CH:50]=1)=O)[C@H](C(O)=O)C.C1CN[C@@H](C(O)=O)C1. (6) Given the product [C:1]([C:3]1[CH:11]=[C:10]2[C:6]([C:7]([CH2:14][C:15]3[CH:20]=[CH:19][C:18]([C:21](=[O:29])[NH:22][CH2:23][C:24]4[O:25][CH:26]=[CH:27][N:28]=4)=[CH:17][C:16]=3[C:30]3[C:31]([C:38]([OH:40])=[O:39])=[CH:32][C:33]([O:36][CH3:37])=[CH:34][CH:35]=3)=[CH:8][N:9]2[CH2:12][CH3:13])=[CH:5][CH:4]=1)(=[NH:44])[NH2:2], predict the reactants needed to synthesize it. The reactants are: [C:1]([C:3]1[CH:11]=[C:10]2[C:6]([C:7]([CH2:14][C:15]3[CH:20]=[CH:19][C:18]([C:21](=[O:29])[NH:22][CH2:23][C:24]4[O:25][CH:26]=[CH:27][N:28]=4)=[CH:17][C:16]=3[C:30]3[C:31]([C:38]([OH:40])=[O:39])=[CH:32][C:33]([O:36][CH3:37])=[CH:34][CH:35]=3)=[CH:8][N:9]2[CH2:12][CH3:13])=[CH:5][CH:4]=1)#[N:2].Cl.O1C=C[N:44]=C1NC.CN([P+](ON1N=NC2C=CC=CC1=2)(N(C)C)N(C)C)C.F[P-](F)(F)(F)(F)F. (7) The reactants are: [N:1]([CH2:4][C:5]([C:8]1[CH:13]=[CH:12][C:11]([Cl:14])=[CH:10][N:9]=1)([F:7])[F:6])=[N+]=[N-].C1(P(C2C=CC=CC=2)C2C=CC=CC=2)C=CC=CC=1.[OH-].[NH4+].[OH-].[Na+]. Given the product [F:7][C:5]([F:6])([C:8]1[CH:13]=[CH:12][C:11]([Cl:14])=[CH:10][N:9]=1)[CH2:4][NH2:1], predict the reactants needed to synthesize it. (8) Given the product [CH3:23][N:19]1[C:20]2[C:15](=[CH:14][C:13]([N:8]3[CH2:7][C:6]4[C:10](=[CH:11][C:3]([O:2][CH3:1])=[CH:4][CH:5]=4)[C:9]3=[O:12])=[CH:22][CH:21]=2)[N:26]([CH3:25])[CH2:17][CH2:18]1, predict the reactants needed to synthesize it. The reactants are: [CH3:1][O:2][C:3]1[CH:11]=[C:10]2[C:6]([CH2:7][N:8]([C:13]3[CH:14]=[C:15]4[C:20](=[CH:21][CH:22]=3)[NH:19][CH2:18][CH2:17]N4)[C:9]2=[O:12])=[CH:5][CH:4]=1.[CH2:23]=O.[C:25]([BH3-])#[N:26].[Na+].[OH-].[Na+]. (9) The reactants are: [C:1]([O:5][C:6]([N:8]([C:13]1[CH:18]=[CH:17][CH:16]=[C:15]([CH2:19][O:20][CH2:21][CH2:22][O:23][C:24]2[CH:29]=[CH:28][C:27]([CH2:30][CH2:31][NH:32][CH2:33][C@@H:34]([C:36]3[CH:47]=[CH:46][C:39]4[O:40]C(C)(C)[O:42][CH2:43][C:38]=4[CH:37]=3)[OH:35])=[CH:26][CH:25]=2)[CH:14]=1)[S:9]([NH2:12])(=[O:11])=[O:10])=[O:7])([CH3:4])([CH3:3])[CH3:2]. Given the product [CH:6]([OH:7])=[O:5].[OH:35][C@H:34]([C:36]1[CH:47]=[CH:46][C:39]([OH:40])=[C:38]([CH2:43][OH:42])[CH:37]=1)[CH2:33][NH:32][CH2:31][CH2:30][C:27]1[CH:28]=[CH:29][C:24]([O:23][CH2:22][CH2:21][O:20][CH2:19][C:15]2[CH:14]=[C:13]([NH:8][S:9]([NH2:12])(=[O:10])=[O:11])[CH:18]=[CH:17][CH:16]=2)=[CH:25][CH:26]=1.[CH:6]([OH:7])=[O:5].[C:1]([O:5][C:6]([N:8]([C:13]1[CH:18]=[CH:17][CH:16]=[C:15]([CH2:19][O:20][CH2:21][CH2:22][O:23][C:24]2[CH:29]=[CH:28][C:27]([CH2:30][CH2:31][NH:32][CH2:33][C@H:34]([OH:35])[C:36]3[CH:47]=[CH:46][C:39]([OH:40])=[C:38]([CH2:43][OH:42])[CH:37]=3)=[CH:26][CH:25]=2)[CH:14]=1)[S:9]([NH2:12])(=[O:11])=[O:10])=[O:7])([CH3:4])([CH3:2])[CH3:3], predict the reactants needed to synthesize it. (10) Given the product [OH:44][C:39]1[CH:40]=[CH:41][CH:42]=[CH:43][C:38]=1[NH:37][C:35]([NH:34][CH2:7][CH2:6][N:5]1[C:1](=[O:16])[C:2]2=[CH:15][CH:14]=[CH:13][CH:12]=[C:3]2[C:4]1=[O:11])=[O:36], predict the reactants needed to synthesize it. The reactants are: [C:1]1(=[O:16])[N:5]([CH2:6][CH2:7]C(O)=O)[C:4](=[O:11])[C:3]2=[CH:12][CH:13]=[CH:14][CH:15]=[C:2]12.C1C=CC(P(N=[N+]=[N-])(C2C=CC=CC=2)=O)=CC=1.[N-:34]=[C:35]=[O:36].[NH2:37][C:38]1[CH:43]=[CH:42][CH:41]=[CH:40][C:39]=1[OH:44].